This data is from NCI-60 drug combinations with 297,098 pairs across 59 cell lines. The task is: Regression. Given two drug SMILES strings and cell line genomic features, predict the synergy score measuring deviation from expected non-interaction effect. (1) Drug 1: CC1=C(C(=CC=C1)Cl)NC(=O)C2=CN=C(S2)NC3=CC(=NC(=N3)C)N4CCN(CC4)CCO. Drug 2: C#CCC(CC1=CN=C2C(=N1)C(=NC(=N2)N)N)C3=CC=C(C=C3)C(=O)NC(CCC(=O)O)C(=O)O. Cell line: UO-31. Synergy scores: CSS=55.8, Synergy_ZIP=4.01, Synergy_Bliss=1.14, Synergy_Loewe=-6.49, Synergy_HSA=1.83. (2) Drug 1: CC1=C(C=C(C=C1)NC(=O)C2=CC=C(C=C2)CN3CCN(CC3)C)NC4=NC=CC(=N4)C5=CN=CC=C5. Drug 2: C1CC(=O)NC(=O)C1N2C(=O)C3=CC=CC=C3C2=O. Cell line: HOP-92. Synergy scores: CSS=2.55, Synergy_ZIP=3.18, Synergy_Bliss=4.60, Synergy_Loewe=4.86, Synergy_HSA=-1.02. (3) Drug 1: CC12CCC3C(C1CCC2OP(=O)(O)O)CCC4=C3C=CC(=C4)OC(=O)N(CCCl)CCCl.[Na+]. Drug 2: N.N.Cl[Pt+2]Cl. Cell line: PC-3. Synergy scores: CSS=34.2, Synergy_ZIP=-4.55, Synergy_Bliss=3.71, Synergy_Loewe=-13.5, Synergy_HSA=3.41. (4) Drug 1: C1=CC(=CC=C1CCC2=CNC3=C2C(=O)NC(=N3)N)C(=O)NC(CCC(=O)O)C(=O)O. Drug 2: C1CC(=O)NC(=O)C1N2C(=O)C3=CC=CC=C3C2=O. Cell line: CAKI-1. Synergy scores: CSS=8.91, Synergy_ZIP=-2.41, Synergy_Bliss=-3.97, Synergy_Loewe=-14.2, Synergy_HSA=-3.99. (5) Drug 1: CC1=CC2C(CCC3(C2CCC3(C(=O)C)OC(=O)C)C)C4(C1=CC(=O)CC4)C. Drug 2: CN(C)N=NC1=C(NC=N1)C(=O)N. Cell line: SK-OV-3. Synergy scores: CSS=8.45, Synergy_ZIP=1.21, Synergy_Bliss=4.65, Synergy_Loewe=4.95, Synergy_HSA=4.98. (6) Drug 1: CNC(=O)C1=CC=CC=C1SC2=CC3=C(C=C2)C(=NN3)C=CC4=CC=CC=N4. Drug 2: C1CCN(CC1)CCOC2=CC=C(C=C2)C(=O)C3=C(SC4=C3C=CC(=C4)O)C5=CC=C(C=C5)O. Cell line: SF-268. Synergy scores: CSS=8.33, Synergy_ZIP=2.89, Synergy_Bliss=9.47, Synergy_Loewe=5.85, Synergy_HSA=5.92.